Dataset: Full USPTO retrosynthesis dataset with 1.9M reactions from patents (1976-2016). Task: Predict the reactants needed to synthesize the given product. (1) Given the product [CH2:35]([O:29][C:28](=[O:30])[C:27]1[CH:26]=[CH:25][C:24]([NH:23][C:21]([C:18]2[CH:19]=[CH:20][C:15]3[O:14][CH2:13][CH2:12][N:11]([S:8]([C:6]4[CH:7]=[C:2]([F:1])[CH:3]=[CH:4][C:5]=4[CH3:33])(=[O:9])=[O:10])[C:16]=3[CH:17]=2)=[O:22])=[CH:32][CH:31]=1)[CH3:40], predict the reactants needed to synthesize it. The reactants are: [F:1][C:2]1[CH:3]=[CH:4][C:5]([CH3:33])=[C:6]([S:8]([N:11]2[C:16]3[CH:17]=[C:18]([C:21]([NH:23][C:24]4[CH:32]=[CH:31][C:27]([C:28]([OH:30])=[O:29])=[CH:26][CH:25]=4)=[O:22])[CH:19]=[CH:20][C:15]=3[O:14][CH2:13][CH2:12]2)(=[O:10])=[O:9])[CH:7]=1.F[C:35]1C=CC(C)=C(S(Cl)(=O)=O)[CH:40]=1. (2) Given the product [F:1][C:2]1[CH:7]=[C:6]([F:8])[CH:5]=[CH:4][C:3]=1[NH:9][C:10](=[O:35])[NH:11][C:12]1[CH:17]=[CH:16][C:15]([C:18]2[CH:22]=[C:21]([C:23]([NH:25][CH:26]([CH:31]([CH3:32])[CH3:33])[C:27]([OH:29])=[O:28])=[O:24])[O:20][N:19]=2)=[CH:14][C:13]=1[CH3:34], predict the reactants needed to synthesize it. The reactants are: [F:1][C:2]1[CH:7]=[C:6]([F:8])[CH:5]=[CH:4][C:3]=1[NH:9][C:10](=[O:35])[NH:11][C:12]1[CH:17]=[CH:16][C:15]([C:18]2[CH:22]=[C:21]([C:23]([NH:25][CH:26]([CH:31]([CH3:33])[CH3:32])[C:27]([O:29]C)=[O:28])=[O:24])[O:20][N:19]=2)=[CH:14][C:13]=1[CH3:34].FC1C=CC=C(F)C=1NC(=O)NC1C=CC(C2C=C(C(NC(C(C)C)C(O)=O)=O)ON=2)=CC=1C. (3) Given the product [S:36]1[CH:37]=[CH:38][N:39]=[C:35]1[NH:34][C:10]([C:3]1[C:4]2[C:9](=[CH:8][CH:7]=[CH:6][CH:5]=2)[N:1]([CH:25]2[CH2:26][CH2:27][CH2:28][CH2:29]2)[CH:2]=1)=[O:12], predict the reactants needed to synthesize it. The reactants are: [NH:1]1[C:9]2[C:4](=[CH:5][CH:6]=[CH:7][CH:8]=2)[C:3]([C:10]([OH:12])=O)=[CH:2]1.CCN=C=NCCCN(C)C.C1[CH:25]=[CH:26][C:27]2N(O)N=N[C:28]=2[CH:29]=1.[NH2:34][C:35]1[S:36][CH:37]=[CH:38][N:39]=1. (4) Given the product [Br:1][C:2]1[CH:11]=[CH:10][C:5]2[C:6](=[O:9])[O:7][CH2:8][C:4]=2[C:3]=1[I:19], predict the reactants needed to synthesize it. The reactants are: [Br:1][C:2]1[CH:11]=[CH:10][C:5]2[C:6](=[O:9])[O:7][CH2:8][C:4]=2[CH:3]=1.C1C(=O)N([I:19])C(=O)C1.CCOC(C)=O. (5) Given the product [ClH:44].[NH2:36][C@H:12]([CH2:11][C:2]1[CH:3]=[CH:4][C:5]2[C:10](=[CH:9][CH:8]=[CH:7][CH:6]=2)[CH:1]=1)[C:13]([NH:14][C:15]1[CH:16]=[C:17]2[C:33](=[O:34])[NH:32][N:31]=[CH:30][C:19]3=[C:20]([C:24]4[CH:29]=[CH:28][CH:27]=[CH:26][CH:25]=4)[NH:21][C:22]([CH:23]=1)=[C:18]23)=[O:35], predict the reactants needed to synthesize it. The reactants are: [CH:1]1[C:10]2[C:5](=[CH:6][CH:7]=[CH:8][CH:9]=2)[CH:4]=[CH:3][C:2]=1[CH2:11][C@@H:12]([NH:36]C(=O)OC(C)(C)C)[C:13](=[O:35])[NH:14][C:15]1[CH:16]=[C:17]2[C:33](=[O:34])[NH:32][N:31]=[CH:30][C:19]3=[C:20]([C:24]4[CH:29]=[CH:28][CH:27]=[CH:26][CH:25]=4)[NH:21][C:22]([CH:23]=1)=[C:18]23.[ClH:44].